From a dataset of Full USPTO retrosynthesis dataset with 1.9M reactions from patents (1976-2016). Predict the reactants needed to synthesize the given product. (1) Given the product [O:1]1[C:5]2([CH2:10][CH2:9][N:8]([S:25]([C:22]3[CH:21]=[CH:20][C:19]([C:17]#[N:18])=[CH:24][CH:23]=3)(=[O:27])=[O:26])[CH2:7][CH2:6]2)[O:4][CH2:3][CH2:2]1, predict the reactants needed to synthesize it. The reactants are: [O:1]1[C:5]2([CH2:10][CH2:9][NH:8][CH2:7][CH2:6]2)[O:4][CH2:3][CH2:2]1.C(=O)([O-])[O-].[Na+].[Na+].[C:17]([C:19]1[CH:24]=[CH:23][C:22]([S:25](Cl)(=[O:27])=[O:26])=[CH:21][CH:20]=1)#[N:18]. (2) Given the product [Cl:5][C:6]1[CH:11]=[CH:10][C:9]([CH2:12][C:13]([O:15][CH3:20])=[O:14])=[C:8]([C:16]([F:17])([F:18])[F:19])[CH:7]=1, predict the reactants needed to synthesize it. The reactants are: S(Cl)(Cl)=O.[Cl:5][C:6]1[CH:11]=[CH:10][C:9]([CH2:12][C:13]([OH:15])=[O:14])=[C:8]([C:16]([F:19])([F:18])[F:17])[CH:7]=1.[CH3:20]O. (3) The reactants are: [Cl:1][C:2]1[C:3]2[N:4]([C:8]([C@@H:11]3[CH2:16][N:15]4[C:17](=[O:20])[O:18][CH2:19][C@H:14]4[CH2:13][CH2:12]3)=[N:9][CH:10]=2)[CH:5]=[CH:6][N:7]=1.[Br:21]N1C(=O)CCC1=O. Given the product [Br:21][C:10]1[N:9]=[C:8]([C@@H:11]2[CH2:16][N:15]3[C:17](=[O:20])[O:18][CH2:19][C@H:14]3[CH2:13][CH2:12]2)[N:4]2[CH:5]=[CH:6][N:7]=[C:2]([Cl:1])[C:3]=12, predict the reactants needed to synthesize it. (4) Given the product [Cl:15][C:16]1[CH:32]=[CH:31][C:30]([F:33])=[CH:29][C:17]=1[O:18][CH2:19][C:20]1[CH:25]=[CH:24][N:23]=[C:22]([C:26]([NH:12][C:10]2[CH:9]=[N:8][N:7]([CH2:6][C:5]3[CH:13]=[CH:14][C:2]([F:1])=[CH:3][CH:4]=3)[CH:11]=2)=[O:27])[CH:21]=1, predict the reactants needed to synthesize it. The reactants are: [F:1][C:2]1[CH:14]=[CH:13][C:5]([CH2:6][N:7]2[CH:11]=[C:10]([NH2:12])[CH:9]=[N:8]2)=[CH:4][CH:3]=1.[Cl:15][C:16]1[CH:32]=[CH:31][C:30]([F:33])=[CH:29][C:17]=1[O:18][CH2:19][C:20]1[CH:25]=[CH:24][N:23]=[C:22]([C:26](O)=[O:27])[CH:21]=1. (5) Given the product [Cl:31][C:30]([Cl:33])([Cl:32])[CH:29]1[O:28][N:8]1[C:9]([O:11][C:12]([CH3:13])([CH3:14])[CH3:15])=[O:10], predict the reactants needed to synthesize it. The reactants are: C1(P(C2C=CC=CC=2)(C2C=CC=CC=2)=[N:8][C:9]([O:11][C:12]([CH3:15])([CH3:14])[CH3:13])=[O:10])C=CC=CC=1.[O:28]=[CH:29][C:30]([Cl:33])([Cl:32])[Cl:31].C(=O)([O-])[O-].[K+].[K+].OOS([O-])=O.[K+]. (6) Given the product [NH2:35][C:36]1[N:37]=[CH:38][C:39]([C:2]2[C:3]3[CH:33]=[C:32]([Cl:34])[CH:31]=[CH:30][C:4]=3[N:5]([CH2:21][C:22]3[CH:27]=[CH:26][C:25]([O:28][CH3:29])=[CH:24][CH:23]=3)[C:6](=[O:20])[CH:7]([CH2:9][C:10]3[CH:11]=[CH:12][C:17]4[C:18](=[CH:13][CH:14]=[CH:15][CH:16]=4)[CH:19]=3)[N:8]=2)=[CH:40][CH:41]=1, predict the reactants needed to synthesize it. The reactants are: Cl[C:2]1[C:3]2[CH:33]=[C:32]([Cl:34])[CH:31]=[CH:30][C:4]=2[N:5]([CH2:21][C:22]2[CH:27]=[CH:26][C:25]([O:28][CH3:29])=[CH:24][CH:23]=2)[C:6](=[O:20])[CH:7]([CH2:9][C:10]2[CH:19]=[CH:18][C:17]3[C:12](=[CH:13][CH:14]=[CH:15][CH:16]=3)[CH:11]=2)[N:8]=1.[NH2:35][C:36]1[CH:41]=[CH:40][C:39](B2OC(C)(C)C(C)(C)O2)=[CH:38][N:37]=1. (7) The reactants are: C1(C2CC(O)C3C(=CC=C(O)C=3)O2)C=CC=CC=1.[F:19][C:20]1[CH:25]=[CH:24][CH:23]=[CH:22][C:21]=1[CH:26]1[CH2:35][C:34](=[O:36])[C:33]2[C:28](=[CH:29][CH:30]=[C:31]([OH:37])[CH:32]=2)[O:27]1. Given the product [F:19][C:20]1[CH:25]=[CH:24][CH:23]=[CH:22][C:21]=1[CH:26]1[CH2:35][CH:34]([OH:36])[C:33]2[C:28](=[CH:29][CH:30]=[C:31]([OH:37])[CH:32]=2)[O:27]1, predict the reactants needed to synthesize it. (8) Given the product [F:41][C:40]([F:42])([F:43])[O:39][C:36]1[CH:37]=[CH:38][C:33]([S:30]([N:17]2[C:16]3[CH:44]=[C:12]([CH2:5][C:3]#[N:4])[CH:13]=[CH:14][C:15]=3[NH:21][C:20]3[N:22]=[C:23]([C:26]([F:28])([F:27])[F:29])[CH:24]=[CH:25][C:19]=3[CH2:18]2)(=[O:31])=[O:32])=[CH:34][CH:35]=1, predict the reactants needed to synthesize it. The reactants are: [H-].[Na+].[C:3]([CH2:5]C(OCC)=O)#[N:4].I[C:12]1[CH:13]=[CH:14][C:15]2[NH:21][C:20]3[N:22]=[C:23]([C:26]([F:29])([F:28])[F:27])[CH:24]=[CH:25][C:19]=3[CH2:18][N:17]([S:30]([C:33]3[CH:38]=[CH:37][C:36]([O:39][C:40]([F:43])([F:42])[F:41])=[CH:35][CH:34]=3)(=[O:32])=[O:31])[C:16]=2[CH:44]=1.[OH-].[Na+].